This data is from Peptide-MHC class II binding affinity with 134,281 pairs from IEDB. The task is: Regression. Given a peptide amino acid sequence and an MHC pseudo amino acid sequence, predict their binding affinity value. This is MHC class II binding data. (1) The peptide sequence is YTDVFSLDPTFTIETT. The MHC is H-2-IAd with pseudo-sequence H-2-IAd. The binding affinity (normalized) is 0.147. (2) The peptide sequence is YVKFLANVSTVLTGK. The MHC is DRB1_0401 with pseudo-sequence DRB1_0401. The binding affinity (normalized) is 0.929. (3) The peptide sequence is TQLVLSSMVNPLVLS. The MHC is DRB1_0404 with pseudo-sequence DRB1_0404. The binding affinity (normalized) is 0.960. (4) The peptide sequence is SWLNLAAHHPLRMVL. The MHC is DRB1_0701 with pseudo-sequence DRB1_0701. The binding affinity (normalized) is 0.888.